From a dataset of Forward reaction prediction with 1.9M reactions from USPTO patents (1976-2016). Predict the product of the given reaction. (1) Given the reactants FC(F)(F)C(O)=O.[O:8]1[C:13]2([CH2:18][CH2:17][NH:16][CH2:15][CH2:14]2)[CH2:12][N:11]([C:19]([C:21]2[S:25][C:24]([C:26]([O:28][CH3:29])=[O:27])=[CH:23][CH:22]=2)=[O:20])[CH2:10][CH2:9]1.Br[CH2:31][C:32]1[CH:33]=[C:34]([CH2:38][CH2:39][OH:40])[CH:35]=[CH:36][CH:37]=1.C(N(CC)CC)C, predict the reaction product. The product is: [OH:40][CH2:39][CH2:38][C:34]1[CH:33]=[C:32]([CH:37]=[CH:36][CH:35]=1)[CH2:31][N:16]1[CH2:17][CH2:18][C:13]2([O:8][CH2:9][CH2:10][N:11]([C:19]([C:21]3[S:25][C:24]([C:26]([O:28][CH3:29])=[O:27])=[CH:23][CH:22]=3)=[O:20])[CH2:12]2)[CH2:14][CH2:15]1. (2) The product is: [O:13]([CH2:14][CH:15]1[NH:20][C:19](=[O:21])[CH2:18][CH2:17][CH2:16]1)[C:22]1[CH:27]=[CH:26][CH:25]=[CH:24][CH:23]=1. Given the reactants N(C(OCC)=O)=NC(OCC)=O.[OH:13][CH2:14][CH:15]1[NH:20][C:19](=[O:21])[CH2:18][CH2:17][CH2:16]1.[C:22]1(O)[CH:27]=[CH:26][CH:25]=[CH:24][CH:23]=1.C1(P(C2C=CC=CC=2)C2C=CC=CC=2)C=CC=CC=1, predict the reaction product.